This data is from Reaction yield outcomes from USPTO patents with 853,638 reactions. The task is: Predict the reaction yield, written as a fraction of the theoretical maximum amount of product (1.0 means a 100% yield; for example, 0.34 means a 34% yield). (1) The reactants are [Cl:1][C:2]1[C:7]([Cl:8])=[CH:6][CH:5]=[CH:4][C:3]=1[N:9]1[CH2:14][CH2:13][N:12]([CH2:15][CH2:16][CH2:17][CH:18]=[CH:19][C:20]2[N:29]=[CH:28][C:27]3[C:26]([CH3:31])([CH3:30])[O:25][C:24](=[O:32])[NH:23][C:22]=3[CH:21]=2)[CH2:11][CH2:10]1. The catalyst is CCO.C1COCC1.CCOC(C)=O.[Ni]. The product is [Cl:1][C:2]1[C:7]([Cl:8])=[CH:6][CH:5]=[CH:4][C:3]=1[N:9]1[CH2:14][CH2:13][N:12]([CH2:15][CH2:16][CH2:17][CH2:18][CH2:19][C:20]2[N:29]=[CH:28][C:27]3[C:26]([CH3:30])([CH3:31])[O:25][C:24](=[O:32])[NH:23][C:22]=3[CH:21]=2)[CH2:11][CH2:10]1. The yield is 0.440. (2) The reactants are [CH3:1][C:2]1[O:6][N:5]=[C:4]([C:7]2[CH:12]=[CH:11][CH:10]=[CH:9][CH:8]=2)[C:3]=1[CH2:13][O:14][C:15]1[CH:23]=[CH:22][C:18]([C:19]([OH:21])=O)=[CH:17][N:16]=1.[NH:24]1[CH2:27][CH2:26][CH2:25]1. No catalyst specified. The product is [N:24]1([C:19]([C:18]2[CH:17]=[N:16][C:15]([O:14][CH2:13][C:3]3[C:4]([C:7]4[CH:8]=[CH:9][CH:10]=[CH:11][CH:12]=4)=[N:5][O:6][C:2]=3[CH3:1])=[CH:23][CH:22]=2)=[O:21])[CH2:27][CH2:26][CH2:25]1. The yield is 0.280. (3) The reactants are [CH2:1]([C:3]1[N:11]=[C:10]([O:12][CH3:13])[C:9]([NH:14][C:15]([N:17]2[CH2:22][CH2:21][N:20]([C:23]3[CH:28]=[C:27]([F:29])[CH:26]=[C:25]([F:30])[CH:24]=3)[CH2:19][CH2:18]2)=[O:16])=[CH:8][C:4]=1[C:5](O)=[O:6])[CH3:2].[CH:31]1[C:44]2[C:35](=[N:36][C:37]3[C:42]([C:43]=2[NH:45][C:46]2[CH:47]=[C:48]([NH:54][C:55](=[O:59])[CH:56]([NH2:58])[CH3:57])[CH:49]=[C:50]([CH2:52][OH:53])[CH:51]=2)=[CH:41][CH:40]=[CH:39][CH:38]=3)[CH:34]=[CH:33][CH:32]=1. No catalyst specified. The product is [CH:41]1[C:42]2[C:37](=[N:36][C:35]3[C:44]([C:43]=2[NH:45][C:46]2[CH:47]=[C:48]([NH:54][C:55]([CH:56]([NH:58][C:5]([C:4]4[CH:8]=[C:9]([NH:14][C:15]([N:17]5[CH2:22][CH2:21][N:20]([C:23]6[CH:24]=[C:25]([F:30])[CH:26]=[C:27]([F:29])[CH:28]=6)[CH2:19][CH2:18]5)=[O:16])[C:10]([O:12][CH3:13])=[N:11][C:3]=4[CH2:1][CH3:2])=[O:6])[CH3:57])=[O:59])[CH:49]=[C:50]([CH2:52][OH:53])[CH:51]=2)=[CH:31][CH:32]=[CH:33][CH:34]=3)[CH:38]=[CH:39][CH:40]=1. The yield is 0.487. (4) The reactants are [Br:1][C:2]1[N:3]([C:8]2[C:17]3[C:12](=[CH:13][CH:14]=[CH:15][CH:16]=3)[C:11]([CH:18]3[CH2:20][CH2:19]3)=[CH:10][CH:9]=2)[C:4]([SH:7])=[N:5][N:6]=1.Br[C:22]([CH3:31])([CH3:30])[C:23]([O:25][C:26]([CH3:29])([CH3:28])[CH3:27])=[O:24].C(N(C(C)C)CC)(C)C. The catalyst is CN(C=O)C. The product is [Br:1][C:2]1[N:3]([C:8]2[C:17]3[C:12](=[CH:13][CH:14]=[CH:15][CH:16]=3)[C:11]([CH:18]3[CH2:20][CH2:19]3)=[CH:10][CH:9]=2)[C:4]([S:7][C:22]([CH3:31])([CH3:30])[C:23]([O:25][C:26]([CH3:29])([CH3:28])[CH3:27])=[O:24])=[N:5][N:6]=1. The yield is 0.750. (5) The reactants are [CH2:1]([O:8][C:9](=[O:18])[CH:10]([Br:17])P(OC)(OC)=O)[C:2]1[CH:7]=[CH:6][CH:5]=[CH:4][CH:3]=1.[Li+].C[Si]([N-][Si](C)(C)C)(C)C.[CH3:29][O:30][C:31](=[O:40])[C:32]1[CH:37]=[CH:36][C:35]([CH:38]=O)=[CH:34][CH:33]=1. The catalyst is C1COCC1. The product is [CH3:29][O:30][C:31](=[O:40])[C:32]1[CH:37]=[CH:36][C:35]([CH:38]=[C:10]([C:9]([O:8][CH2:1][C:2]2[CH:3]=[CH:4][CH:5]=[CH:6][CH:7]=2)=[O:18])[Br:17])=[CH:34][CH:33]=1. The yield is 0.640. (6) The reactants are C([O:8][C:9]([CH2:11][N:12]1[CH2:25][CH2:24][CH2:23][N:22]2[CH2:26][CH2:27][CH2:28][N:15]([CH2:16][CH2:17][CH2:18][N:19]([CH2:29][C:30]([O:32]CC3C=CC=CC=3)=[O:31])[CH2:20][CH2:21]2)[CH2:14][CH2:13]1)=[O:10])C1C=CC=CC=1. The catalyst is C(O)C.[Pd]. The product is [C:30]([CH2:29][N:19]1[CH2:18][CH2:17][CH2:16][N:15]2[CH2:28][CH2:27][CH2:26][N:22]([CH2:23][CH2:24][CH2:25][N:12]([CH2:11][C:9]([OH:10])=[O:8])[CH2:13][CH2:14]2)[CH2:21][CH2:20]1)([OH:32])=[O:31]. The yield is 0.990.